From a dataset of Catalyst prediction with 721,799 reactions and 888 catalyst types from USPTO. Predict which catalyst facilitates the given reaction. (1) Reactant: C([O:4][C:5]1[CH:10]=[CH:9][C:8]([N:11]2[CH2:16][CH2:15][N:14]([C:17](=[O:19])[CH3:18])[CH2:13][CH2:12]2)=[C:7]([Br:20])[CH:6]=1)(=O)C.[OH-].[Na+]. Product: [C:17]([N:14]1[CH2:13][CH2:12][N:11]([C:8]2[CH:9]=[CH:10][C:5]([OH:4])=[CH:6][C:7]=2[Br:20])[CH2:16][CH2:15]1)(=[O:19])[CH3:18]. The catalyst class is: 5. (2) Reactant: [ClH:1].O1CCOCC1.C(OC([NH:15][C@@H:16]([CH2:49][CH2:50][CH2:51][CH2:52][NH:53]C(OC(C)(C)C)=O)[C:17]([NH:19][CH2:20][C:21](=[C:23]1[CH2:28][CH2:27][CH2:26][N:25]([C:29]2[C:38]([O:39][CH3:40])=[C:37]3[C:32]([C:33](=[O:47])[C:34]([C:44]([OH:46])=[O:45])=[CH:35][N:36]3[CH:41]3[CH2:43][CH2:42]3)=[CH:31][C:30]=2[F:48])[CH2:24]1)[F:22])=[O:18])=O)(C)(C)C. Product: [ClH:1].[ClH:1].[CH:41]1([N:36]2[C:37]3[C:32](=[CH:31][C:30]([F:48])=[C:29]([N:25]4[CH2:26][CH2:27][CH2:28][C:23](=[C:21]([F:22])[CH2:20][NH:19][C:17](=[O:18])[C@@H:16]([NH2:15])[CH2:49][CH2:50][CH2:51][CH2:52][NH2:53])[CH2:24]4)[C:38]=3[O:39][CH3:40])[C:33](=[O:47])[C:34]([C:44]([OH:46])=[O:45])=[CH:35]2)[CH2:43][CH2:42]1. The catalyst class is: 2. (3) Product: [F:2][C:3]1[CH:4]=[C:5]([CH:6]=[CH:45][C:36]2[CH:37]=[CH:38][C:39]3[C:44](=[CH:43][CH:42]=[CH:41][CH:40]=3)[CH:35]=2)[CH:26]=[CH:27][CH:28]=1. The catalyst class is: 1. Reactant: [Br-].[F:2][C:3]1[CH:4]=[C:5]([CH:26]=[CH:27][CH:28]=1)[CH2:6][P+](C1C=CC=CC=1)(C1C=CC=CC=1)C1C=CC=CC=1.CC(C)([O-])C.[K+].[CH:35]1[C:44]2[C:39](=[CH:40][CH:41]=[CH:42][CH:43]=2)[CH:38]=[CH:37][C:36]=1[CH:45]=O.O.